From a dataset of Forward reaction prediction with 1.9M reactions from USPTO patents (1976-2016). Predict the product of the given reaction. (1) The product is: [C:1]([C:4]1[CH:5]=[CH:6][C:7]([NH:10][CH2:11][C:12]2[N:16]([CH3:17])[C:15]3[CH:18]=[CH:19][C:20]([C@@:22]([NH:31][CH2:32][C:33]([OH:35])=[O:34])([C:24]([N:26]4[CH2:30][CH2:29][CH2:28][CH2:27]4)=[O:25])[CH3:23])=[CH:21][C:14]=3[N:13]=2)=[CH:8][CH:9]=1)(=[NH:2])[NH2:3]. Given the reactants [C:1]([C:4]1[CH:9]=[CH:8][C:7]([NH:10][CH2:11][C:12]2[N:16]([CH3:17])[C:15]3[CH:18]=[CH:19][C:20]([C@@:22]([NH:31][CH2:32][C:33]([O:35]CCC)=[O:34])([C:24]([N:26]4[CH2:30][CH2:29][CH2:28][CH2:27]4)=[O:25])[CH3:23])=[CH:21][C:14]=3[N:13]=2)=[CH:6][CH:5]=1)(=[NH:3])[NH2:2].C1(C)C=CC(S([O-])(=O)=O)=CC=1.[OH-].[Na+].O.C1(C)C=CC(S(O)(=O)=O)=CC=1, predict the reaction product. (2) Given the reactants C([O:8][C:9]1[CH:14]=[C:13](/[CH:15]=[CH:16]/[CH:17]2[CH2:26][C:25]3[C:20](=[CH:21][CH:22]=[CH:23][CH:24]=3)[CH2:19][NH:18]2)[CH:12]=[CH:11][C:10]=1[N:27]1[S:31](=[O:33])(=[O:32])[N:30](CC[Si](C)(C)C)[C:29](=[O:40])[CH2:28]1)C1C=CC=CC=1.[CH2:41]([S:48](Cl)(=[O:50])=[O:49])[C:42]1[CH:47]=[CH:46][CH:45]=[CH:44][CH:43]=1, predict the reaction product. The product is: [OH:8][C:9]1[CH:14]=[C:13]([CH2:15][CH2:16][CH:17]2[CH2:26][C:25]3[C:20](=[CH:21][CH:22]=[CH:23][CH:24]=3)[CH2:19][N:18]2[S:48]([CH2:41][C:42]2[CH:47]=[CH:46][CH:45]=[CH:44][CH:43]=2)(=[O:50])=[O:49])[CH:12]=[CH:11][C:10]=1[N:27]1[S:31](=[O:33])(=[O:32])[NH:30][C:29](=[O:40])[CH2:28]1. (3) Given the reactants [CH2:1]=[C:2]([C:4]1[CH:5]=[CH:6][C:7]([NH2:10])=[N:8][CH:9]=1)[CH3:3], predict the reaction product. The product is: [CH:2]([C:4]1[CH:5]=[CH:6][C:7]([NH2:10])=[N:8][CH:9]=1)([CH3:3])[CH3:1]. (4) Given the reactants [Cl:1][C:2]1[CH:3]=[CH:4][N:5]2[C:10]=1[C:9]([O:11][C:12]1[CH:17]=[CH:16][C:15]([N+:18]([O-])=O)=[CH:14][C:13]=1[F:21])=[N:8][CH:7]=[N:6]2.CO.[Cl-].[NH4+], predict the reaction product. The product is: [Cl:1][C:2]1[CH:3]=[CH:4][N:5]2[C:10]=1[C:9]([O:11][C:12]1[CH:17]=[CH:16][C:15]([NH2:18])=[CH:14][C:13]=1[F:21])=[N:8][CH:7]=[N:6]2. (5) Given the reactants O.[NH2:2][C:3]1[N:8]=[C:7]([NH:9][C@@H:10]2[CH2:14][C@H:13]([CH2:15][OH:16])[CH:12]=[CH:11]2)[C:6]([N:17]=NC2C=CC(Cl)=CC=2)=[C:5]([Cl:26])[N:4]=1.[C:27](O)(=O)C.O, predict the reaction product. The product is: [NH2:2][C:3]1[N:8]=[C:7]2[C:6]([N:17]=[CH:27][N:9]2[C@@H:10]2[CH2:14][C@H:13]([CH2:15][OH:16])[CH:12]=[CH:11]2)=[C:5]([Cl:26])[N:4]=1.